This data is from Forward reaction prediction with 1.9M reactions from USPTO patents (1976-2016). The task is: Predict the product of the given reaction. (1) The product is: [NH2:22][C@@H:23]([CH2:26][C:27]1[CH:32]=[CH:31][CH:30]=[CH:29][CH:28]=1)[C@@H:24]([C@H:3]1[C:2]([F:1])([F:14])[CH2:6][CH2:5][N:4]1[C:7]([O:9][C:10]([CH3:11])([CH3:13])[CH3:12])=[O:8])[OH:25]. Given the reactants [F:1][C:2]1([F:14])[CH2:6][CH2:5][N:4]([C:7]([O:9][C:10]([CH3:13])([CH3:12])[CH3:11])=[O:8])[CH2:3]1.C([N:22](CC1C=CC=CC=1)[C@@H:23]([CH2:26][C:27]1[CH:32]=[CH:31][CH:30]=[CH:29][CH:28]=1)[CH:24]=[O:25])C1C=CC=CC=1, predict the reaction product. (2) Given the reactants [Cl:1][C:2]1[C:3]([N:16]2[CH2:21][CH2:20][CH:19]([C:22]([O:24][CH3:25])=[O:23])[CH2:18][CH2:17]2)=[N:4][C:5](Cl)=[C:6]([C:8]2[O:9][C:10]([CH2:13][CH3:14])=[CH:11][N:12]=2)[CH:7]=1.[N-:26]=[N+:27]=[N-:28].[Na+].CCOC(C)=O, predict the reaction product. The product is: [N:26]([C:5]1[N:4]=[C:3]([N:16]2[CH2:21][CH2:20][CH:19]([C:22]([O:24][CH3:25])=[O:23])[CH2:18][CH2:17]2)[C:2]([Cl:1])=[CH:7][C:6]=1[C:8]1[O:9][C:10]([CH2:13][CH3:14])=[CH:11][N:12]=1)=[N+:27]=[N-:28]. (3) The product is: [F:30][C:28]1[CH:29]=[C:23]([OH:22])[CH:24]=[C:25]([F:31])[C:26]=1[NH:27][C:11](=[NH:12])[CH2:10][C:9]([C:6]1[CH:5]=[CH:4][C:3]([F:2])=[CH:8][CH:7]=1)=[O:21]. Given the reactants Cl.[F:2][C:3]1[CH:8]=[CH:7][C:6]([C:9](=[O:21])[CH2:10][C:11](SC2C=CC(Cl)=CC=2)=[NH:12])=[CH:5][CH:4]=1.[OH:22][C:23]1[CH:29]=[C:28]([F:30])[C:26]([NH2:27])=[C:25]([F:31])[CH:24]=1, predict the reaction product. (4) Given the reactants Cl[C:2]1[C:11]2[C:6](=[CH:7][CH:8]=[CH:9][CH:10]=2)[N:5]=[CH:4][C:3]=1[N+:12]([O-:14])=[O:13].[NH2:15][CH2:16][C:17]1([OH:23])[CH2:22][CH2:21][O:20][CH2:19][CH2:18]1, predict the reaction product. The product is: [N+:12]([C:3]1[CH:4]=[N:5][C:6]2[C:11]([C:2]=1[NH:15][CH2:16][C:17]1([OH:23])[CH2:22][CH2:21][O:20][CH2:19][CH2:18]1)=[CH:10][CH:9]=[CH:8][CH:7]=2)([O-:14])=[O:13].